Predict the reactants needed to synthesize the given product. From a dataset of Full USPTO retrosynthesis dataset with 1.9M reactions from patents (1976-2016). (1) Given the product [CH:22]([OH:25])([CH3:24])[CH3:23].[CH3:21][N:2]([CH3:1])[CH2:3][CH2:4][C:5]1[C:13]2[C:8](=[CH:9][CH:10]=[C:11]([CH2:14][C@H:15]3[CH2:19][O:18][C:17](=[O:20])[NH:16]3)[CH:12]=2)[NH:7][CH:6]=1, predict the reactants needed to synthesize it. The reactants are: [CH3:1][N:2]([CH3:21])[CH2:3][CH2:4][C:5]1[C:13]2[C:8](=[CH:9][CH:10]=[C:11]([CH2:14][C@H:15]3[CH2:19][O:18][C:17](=[O:20])[NH:16]3)[CH:12]=2)[NH:7][CH:6]=1.[CH:22]([OH:25])([CH3:24])[CH3:23]. (2) Given the product [CH:46]1([C:49]([N:51]2[CH2:56][CH2:55][N:54]([C:57]3[CH:62]=[CH:61][C:60]([C:63]4[CH:64]=[C:65]5[C:71]([C:72]6[CH:73]=[N:74][N:75]([CH2:77][C:78]7[CH:83]=[CH:82][CH:81]=[C:80]([F:84])[CH:79]=7)[CH:76]=6)=[CH:70][NH:69][C:66]5=[N:67][CH:68]=4)=[CH:59][N:58]=3)[CH2:53][CH2:52]2)=[O:50])[CH2:48][CH2:47]1, predict the reactants needed to synthesize it. The reactants are: Cl.FC1C=C(C=CC=1)CN1C=C(C2C3C(=NC=C(C4C=CC(C5CCNCC5)=CC=4)C=3)N(S(C3C=CC(C)=CC=3)(=O)=O)C=2)C=N1.[CH:46]1([C:49]([N:51]2[CH2:56][CH2:55][N:54]([C:57]3[CH:62]=[CH:61][C:60]([C:63]4[CH:64]=[C:65]5[C:71]([C:72]6[CH:73]=[N:74][N:75]([CH2:77][C:78]7[CH:83]=[CH:82][CH:81]=[C:80]([F:84])[CH:79]=7)[CH:76]=6)=[CH:70][N:69](S(C6C=CC(C)=CC=6)(=O)=O)[C:66]5=[N:67][CH:68]=4)=[CH:59][N:58]=3)[CH2:53][CH2:52]2)=[O:50])[CH2:48][CH2:47]1.[OH-].[Li+]. (3) Given the product [CH2:37]([O:36][C:34]([CH:33]1[CH2:28][C:17]1([CH2:18][CH2:19][O:20][Si:21]([C:24]([CH3:25])([CH3:27])[CH3:26])([CH3:22])[CH3:23])[C@@H:11]1[C@:12]2([CH3:16])[C@H:8]([C@@H:7]([O:6][Si:5]([C:1]([CH3:4])([CH3:2])[CH3:3])([CH3:29])[CH3:30])[CH2:15][CH2:14][CH2:13]2)[CH2:9][CH2:10]1)=[O:35])[CH3:38], predict the reactants needed to synthesize it. The reactants are: [C:1]([Si:5]([CH3:30])([CH3:29])[O:6][C@H:7]1[CH2:15][CH2:14][CH2:13][C@@:12]2([CH3:16])[C@H:8]1[CH2:9][CH2:10][C@@H:11]2[C:17](=[CH2:28])[CH2:18][CH2:19][O:20][Si:21]([C:24]([CH3:27])([CH3:26])[CH3:25])([CH3:23])[CH3:22])([CH3:4])([CH3:3])[CH3:2].[N+](=[CH:33][C:34]([O:36][CH2:37][CH3:38])=[O:35])=[N-]. (4) Given the product [C:13]1([CH3:23])[CH:18]=[CH:17][C:16]([S:19]([O:12][CH:10]([CH2:9]/[CH:8]=[CH:7]/[C:3]2[CH:2]=[N:1][CH:6]=[CH:5][CH:4]=2)[CH3:11])(=[O:21])=[O:20])=[CH:15][CH:14]=1, predict the reactants needed to synthesize it. The reactants are: [N:1]1[CH:6]=[CH:5][CH:4]=[C:3](/[CH:7]=[CH:8]/[CH2:9][CH:10]([OH:12])[CH3:11])[CH:2]=1.[C:13]1([CH3:23])[CH:18]=[CH:17][C:16]([S:19](Cl)(=[O:21])=[O:20])=[CH:15][CH:14]=1.